Dataset: Full USPTO retrosynthesis dataset with 1.9M reactions from patents (1976-2016). Task: Predict the reactants needed to synthesize the given product. Given the product [F:7][C@H:11]1[CH2:15][CH2:14][N:13]([C:16]([O:18][C:19]([CH3:21])([CH3:20])[CH3:22])=[O:17])[C@@H:12]1[C:23](=[O:42])[NH:24][CH2:25][C:26]1[CH:31]=[C:30]([C:32]2[CH:33]=[N:34][C:35]([C:38]([F:40])([F:39])[F:41])=[CH:36][CH:37]=2)[N:29]=[CH:28][N:27]=1, predict the reactants needed to synthesize it. The reactants are: CCN(S(F)(F)[F:7])CC.O[C@@H:11]1[CH2:15][CH2:14][N:13]([C:16]([O:18][C:19]([CH3:22])([CH3:21])[CH3:20])=[O:17])[C@@H:12]1[C:23](=[O:42])[NH:24][CH2:25][C:26]1[CH:31]=[C:30]([C:32]2[CH:33]=[N:34][C:35]([C:38]([F:41])([F:40])[F:39])=[CH:36][CH:37]=2)[N:29]=[CH:28][N:27]=1.